Dataset: CYP3A4 inhibition data for predicting drug metabolism from PubChem BioAssay. Task: Regression/Classification. Given a drug SMILES string, predict its absorption, distribution, metabolism, or excretion properties. Task type varies by dataset: regression for continuous measurements (e.g., permeability, clearance, half-life) or binary classification for categorical outcomes (e.g., BBB penetration, CYP inhibition). Dataset: cyp3a4_veith. The result is 0 (non-inhibitor). The drug is Cn1ncc([N+](=O)[O-])c1C(=O)Nc1ccc2c(c1)OCCO2.